From a dataset of Merck oncology drug combination screen with 23,052 pairs across 39 cell lines. Regression. Given two drug SMILES strings and cell line genomic features, predict the synergy score measuring deviation from expected non-interaction effect. Drug 1: COc1cccc2c1C(=O)c1c(O)c3c(c(O)c1C2=O)CC(O)(C(=O)CO)CC3OC1CC(N)C(O)C(C)O1. Drug 2: COC1CC2CCC(C)C(O)(O2)C(=O)C(=O)N2CCCCC2C(=O)OC(C(C)CC2CCC(OP(C)(C)=O)C(OC)C2)CC(=O)C(C)C=C(C)C(O)C(OC)C(=O)C(C)CC(C)C=CC=CC=C1C. Cell line: ES2. Synergy scores: synergy=2.98.